This data is from Reaction yield outcomes from USPTO patents with 853,638 reactions. The task is: Predict the reaction yield, written as a fraction of the theoretical maximum amount of product (1.0 means a 100% yield; for example, 0.34 means a 34% yield). (1) The reactants are [C:1]1([C:7]2[S:30][C:10]3[CH2:11][CH2:12][C:13]4[CH:14]=[N:15][C:16]([NH:19][C:20]5[CH:21]=[C:22]([S:26]([NH2:29])(=[O:28])=[O:27])[CH:23]=[CH:24][CH:25]=5)=[N:17][C:18]=4[C:9]=3[CH:8]=2)[CH:6]=[CH:5][CH:4]=[CH:3][CH:2]=1.C(C1C(=O)C(Cl)=C(Cl)C(=O)C=1C#N)#N. The catalyst is O1CCOCC1. The product is [C:1]1([C:7]2[S:30][C:10]3=[CH:11][CH:12]=[C:13]4[C:18]([N:17]=[C:16]([NH:19][C:20]5[CH:21]=[C:22]([S:26]([NH2:29])(=[O:28])=[O:27])[CH:23]=[CH:24][CH:25]=5)[N:15]=[CH:14]4)=[C:9]3[CH:8]=2)[CH:2]=[CH:3][CH:4]=[CH:5][CH:6]=1. The yield is 0.390. (2) The reactants are [Cl:1][C:2]1[CH:17]=[C:16]([CH:18]=O)[CH:15]=[CH:14][C:3]=1[O:4][C:5]1[CH:6]=[CH:7][C:8]([C:11]([NH2:13])=[O:12])=[N:9][CH:10]=1.[CH2:20]([NH2:25])[CH2:21][CH:22]([CH3:24])[CH3:23]. No catalyst specified. The product is [Cl:1][C:2]1[CH:17]=[C:16]([CH2:18][NH:25][CH2:20][CH2:21][CH:22]([CH3:24])[CH3:23])[CH:15]=[CH:14][C:3]=1[O:4][C:5]1[CH:6]=[CH:7][C:8]([C:11]([NH2:13])=[O:12])=[N:9][CH:10]=1. The yield is 0.656.